Task: Predict which catalyst facilitates the given reaction.. Dataset: Catalyst prediction with 721,799 reactions and 888 catalyst types from USPTO (1) Reactant: Cl.[NH2:2][C:3]([NH2:5])=[NH:4].[H-].[Na+].[C:8]([O:12][C:13](=[O:38])[CH2:14][N:15]([S:23]([C:26]1[CH:35]=[C:34]2[C:29]([C:30]([Cl:37])=[CH:31][N:32]=[C:33]2Cl)=[CH:28][CH:27]=1)(=[O:25])=[O:24])[CH2:16][C:17]1[CH:22]=[CH:21][N:20]=[CH:19][CH:18]=1)([CH3:11])([CH3:10])[CH3:9]. Product: [C:8]([O:12][C:13](=[O:38])[CH2:14][N:15]([S:23]([C:26]1[CH:35]=[C:34]2[C:29]([C:30]([Cl:37])=[CH:31][N:32]=[C:33]2[NH:4][C:3]([NH2:5])=[NH:2])=[CH:28][CH:27]=1)(=[O:24])=[O:25])[CH2:16][C:17]1[CH:18]=[CH:19][N:20]=[CH:21][CH:22]=1)([CH3:11])([CH3:9])[CH3:10]. The catalyst class is: 57. (2) Reactant: [CH3:1][S:2](Cl)(=[O:4])=[O:3].[O:6]1[CH2:11][CH2:10][CH:9]([C:12]([N:14]2[CH2:19][CH2:18][CH:17]([C:20]3[CH:25]=[CH:24][C:23]([O:26][CH2:27][CH2:28][CH2:29][OH:30])=[CH:22][CH:21]=3)[CH2:16][CH2:15]2)=[O:13])[CH2:8][CH2:7]1.C(N(CC)CC)C. Product: [CH3:1][S:2]([O:30][CH2:29][CH2:28][CH2:27][O:26][C:23]1[CH:24]=[CH:25][C:20]([CH:17]2[CH2:18][CH2:19][N:14]([C:12]([CH:9]3[CH2:8][CH2:7][O:6][CH2:11][CH2:10]3)=[O:13])[CH2:15][CH2:16]2)=[CH:21][CH:22]=1)(=[O:4])=[O:3]. The catalyst class is: 4. (3) Reactant: C([N:8]1[CH2:13][CH2:12][O:11][C@H:10]([O:14][CH2:15][C:16]2[CH:21]=[C:20]([Cl:22])[CH:19]=[C:18]([Cl:23])[CH:17]=2)[C@@H:9]1[C:24]1[CH:29]=[CH:28][CH:27]=[CH:26][CH:25]=1)C1C=CC=CC=1.ClC(OC(Cl)C)=O. Product: [Cl:23][C:18]1[CH:17]=[C:16]([CH:21]=[C:20]([Cl:22])[CH:19]=1)[CH2:15][O:14][C@H:10]1[O:11][CH2:12][CH2:13][NH:8][C@H:9]1[C:24]1[CH:29]=[CH:28][CH:27]=[CH:26][CH:25]=1. The catalyst class is: 26. (4) Reactant: [H-].[Na+].[NH:3]1[C:11]2[C:6](=[CH:7][CH:8]=[CH:9][CH:10]=2)[CH:5]=[CH:4]1.Br[CH2:13][CH2:14][C:15]([O:17][CH2:18][CH3:19])=[O:16]. Product: [N:3]1([CH2:13][CH2:14][C:15]([O:17][CH2:18][CH3:19])=[O:16])[C:11]2[C:6](=[CH:7][CH:8]=[CH:9][CH:10]=2)[CH:5]=[CH:4]1. The catalyst class is: 3. (5) Reactant: [Br:1][C:2]1[CH:10]=[CH:9][C:5]([C:6]([OH:8])=O)=[C:4]([F:11])[CH:3]=1.[NH:12]1[CH2:16][CH2:15][CH2:14][CH2:13]1.C(N(C(C)C)CC)(C)C.CN(C(ON1N=NC2C=CC=NC1=2)=[N+](C)C)C.F[P-](F)(F)(F)(F)F. Product: [Br:1][C:2]1[CH:10]=[CH:9][C:5]([C:6]([N:12]2[CH2:16][CH2:15][CH2:14][CH2:13]2)=[O:8])=[C:4]([F:11])[CH:3]=1. The catalyst class is: 9. (6) Product: [CH:1]([C@@H:4]1[CH2:5][CH2:6][C@H:7]([O:10][C:11]2[CH:12]=[C:13]3[C:18](=[CH:19][CH:20]=2)[N:17]=[C:16]([CH2:21][N:22]2[CH2:25][CH:24]([CH:26]4[CH2:31][CH2:30][CH2:29][CH:28]([C:32]([OH:34])=[O:33])[CH2:27]4)[CH2:23]2)[CH:15]=[CH:14]3)[CH2:8][CH2:9]1)([CH3:3])[CH3:2]. The catalyst class is: 24. Reactant: [CH:1]([C@@H:4]1[CH2:9][CH2:8][C@H:7]([O:10][C:11]2[CH:12]=[C:13]3[C:18](=[CH:19][CH:20]=2)[N:17]=[C:16]([CH2:21][N:22]2[CH2:25][CH:24]([CH:26]4[CH2:31][CH2:30][CH2:29][CH:28]([C:32]([O:34]C)=[O:33])[CH2:27]4)[CH2:23]2)[CH:15]=[CH:14]3)[CH2:6][CH2:5]1)([CH3:3])[CH3:2].[OH-].[Na+]. (7) Reactant: [CH:1]([C:4]1[N:5]=[C:6]([C:13]2[CH:18]=[CH:17][C:16]([C:19]([F:22])([F:21])[F:20])=[CH:15][CH:14]=2)[O:7][C:8]=1[CH:9]([CH3:12])[CH2:10][OH:11])([CH3:3])[CH3:2].[CH3:23][O:24][C:25](=[O:35])[CH2:26][C:27]1[CH:32]=[CH:31][C:30](O)=[CH:29][C:28]=1[CH3:34].C1(C)C=CC=CC=1.C(P(CCCC)CCCC)CCC. Product: [CH3:23][O:24][C:25](=[O:35])[CH2:26][C:27]1[CH:32]=[CH:31][C:30]([O:11][CH2:10][CH:9]([C:8]2[O:7][C:6]([C:13]3[CH:14]=[CH:15][C:16]([C:19]([F:21])([F:22])[F:20])=[CH:17][CH:18]=3)=[N:5][C:4]=2[CH:1]([CH3:2])[CH3:3])[CH3:12])=[CH:29][C:28]=1[CH3:34]. The catalyst class is: 28.